This data is from Full USPTO retrosynthesis dataset with 1.9M reactions from patents (1976-2016). The task is: Predict the reactants needed to synthesize the given product. (1) Given the product [C:1]([C:5]1[CH:9]=[C:8]([CH2:10][NH:11][C:38]([NH:37][C:34]2[CH:35]=[N:36][C:31]([O:30][CH2:29][CH2:28][O:27][CH3:26])=[CH:32][CH:33]=2)=[O:39])[N:7]([C:12]2[CH:17]=[CH:16][CH:15]=[C:14]([Cl:18])[CH:13]=2)[N:6]=1)([CH3:4])([CH3:2])[CH3:3], predict the reactants needed to synthesize it. The reactants are: [C:1]([C:5]1[CH:9]=[C:8]([CH2:10][NH2:11])[N:7]([C:12]2[CH:17]=[CH:16][CH:15]=[C:14]([Cl:18])[CH:13]=2)[N:6]=1)([CH3:4])([CH3:3])[CH3:2].C(N(CC)CC)C.[CH3:26][O:27][CH2:28][CH2:29][O:30][C:31]1[N:36]=[CH:35][C:34]([NH:37][C:38](=O)[O:39]C2C=CC=CC=2)=[CH:33][CH:32]=1. (2) Given the product [I:22][C:23]1[CH:24]=[C:25]([NH:26][C:13](=[O:15])[C:12]2[CH:16]=[CH:17][C:9]([CH2:8][N:5]3[CH2:6][CH2:7][N:2]([CH3:1])[CH2:3][CH2:4]3)=[C:10]([C:18]([F:21])([F:20])[F:19])[CH:11]=2)[CH:27]=[CH:28][C:29]=1[CH3:30], predict the reactants needed to synthesize it. The reactants are: [CH3:1][N:2]1[CH2:7][CH2:6][N:5]([CH2:8][C:9]2[CH:17]=[CH:16][C:12]([C:13]([OH:15])=O)=[CH:11][C:10]=2[C:18]([F:21])([F:20])[F:19])[CH2:4][CH2:3]1.[I:22][C:23]1[CH:24]=[C:25]([CH:27]=[CH:28][C:29]=1[CH3:30])[NH2:26].O.ON1C2C=CC=CC=2N=N1.C(Cl)Cl. (3) Given the product [C:3]1([C:20]2[CH:25]=[CH:24][CH:23]=[CH:22][CH:21]=2)[CH:8]=[CH:7][C:6]([C:9]2[N:14]=[C:13]([NH2:15])[C:12]([NH2:16])=[CH:11][C:10]=2[Cl:19])=[CH:5][CH:4]=1, predict the reactants needed to synthesize it. The reactants are: [Cl-].[NH4+].[C:3]1([C:20]2[CH:25]=[CH:24][CH:23]=[CH:22][CH:21]=2)[CH:8]=[CH:7][C:6]([C:9]2[N:14]=[C:13]([NH2:15])[C:12]([N+:16]([O-])=O)=[CH:11][C:10]=2[Cl:19])=[CH:5][CH:4]=1.C(O)C. (4) Given the product [CH2:1]([O:4][C:5](=[O:40])[C@H:6]([CH2:7][C:8]1[CH:9]=[CH:10][C:11]([O:12][C:13](=[O:14])[NH:15][CH2:16][CH2:17][C@H:18]([NH:22][C:23]([O:25][C:26]([CH3:29])([CH3:28])[CH3:27])=[O:24])[C:19](=[O:20])[NH:63][CH2:62][CH2:61][S:60][C:41]([C:48]2[CH:53]=[CH:52][CH:51]=[CH:50][CH:49]=2)([C:54]2[CH:55]=[CH:56][CH:57]=[CH:58][CH:59]=2)[C:42]2[CH:47]=[CH:46][CH:45]=[CH:44][CH:43]=2)=[CH:30][CH:31]=1)[NH:32][C:33]([O:35][C:36]([CH3:39])([CH3:38])[CH3:37])=[O:34])[CH:2]=[CH2:3], predict the reactants needed to synthesize it. The reactants are: [CH2:1]([O:4][C:5](=[O:40])[C@@H:6]([NH:32][C:33]([O:35][C:36]([CH3:39])([CH3:38])[CH3:37])=[O:34])[CH2:7][C:8]1[CH:31]=[CH:30][C:11]([O:12][C:13]([NH:15][CH2:16][CH2:17][C@H:18]([NH:22][C:23]([O:25][C:26]([CH3:29])([CH3:28])[CH3:27])=[O:24])[C:19](O)=[O:20])=[O:14])=[CH:10][CH:9]=1)[CH:2]=[CH2:3].[C:41]([S:60][CH2:61][CH2:62][NH2:63])([C:54]1[CH:59]=[CH:58][CH:57]=[CH:56][CH:55]=1)([C:48]1[CH:53]=[CH:52][CH:51]=[CH:50][CH:49]=1)[C:42]1[CH:47]=[CH:46][CH:45]=[CH:44][CH:43]=1.C(N(CC)C(C)C)(C)C.CN(C(ON1N=NC2C=CC=NC1=2)=[N+](C)C)C.F[P-](F)(F)(F)(F)F. (5) The reactants are: [O:1]1[CH2:6][CH2:5][CH2:4][O:3][CH:2]1[C:7]1[CH:12]=[CH:11][C:10]([C:13]2[S:14][C:15]3[C:20]([N:21]=2)=[CH:19][CH:18]=[C:17]([CH:22]([C:26]2[CH:31]=[CH:30][CH:29]=[CH:28][CH:27]=2)[CH2:23][CH:24]=[CH2:25])[N:16]=3)=[C:9]([F:32])[CH:8]=1.C[Si]([N-][Si](C)(C)C)(C)C.[Na+].O1C[CH2:46][CH2:45][CH2:44]1.C(I)C=C. Given the product [O:3]1[CH2:4][CH2:5][CH2:6][O:1][CH:2]1[C:7]1[CH:12]=[CH:11][C:10]([C:13]2[S:14][C:15]3[C:20]([N:21]=2)=[CH:19][CH:18]=[C:17]([C:22]([C:26]2[CH:27]=[CH:28][CH:29]=[CH:30][CH:31]=2)([CH2:46][CH:45]=[CH2:44])[CH2:23][CH:24]=[CH2:25])[N:16]=3)=[C:9]([F:32])[CH:8]=1, predict the reactants needed to synthesize it. (6) Given the product [OH:39][CH2:38][CH2:37][NH:36][S:33]([C:29]1[CH:30]=[CH:31][CH:32]=[C:27]([C:2]#[C:1][C:3]2[CH:4]=[N:5][N:6]3[C:11]([C:12]([F:14])([F:13])[F:15])=[CH:10][C:9]([C:16]4[CH:21]=[CH:20][C:19]([C:22]([F:25])([F:24])[F:23])=[CH:18][CH:17]=4)=[N:8][C:7]=23)[CH:28]=1)(=[O:35])=[O:34], predict the reactants needed to synthesize it. The reactants are: [C:1]([C:3]1[CH:4]=[N:5][N:6]2[C:11]([C:12]([F:15])([F:14])[F:13])=[CH:10][C:9]([C:16]3[CH:21]=[CH:20][C:19]([C:22]([F:25])([F:24])[F:23])=[CH:18][CH:17]=3)=[N:8][C:7]=12)#[CH:2].Br[C:27]1[CH:28]=[C:29]([S:33]([NH:36][CH2:37][CH2:38][OH:39])(=[O:35])=[O:34])[CH:30]=[CH:31][CH:32]=1.